From a dataset of CYP1A2 inhibition data for predicting drug metabolism from PubChem BioAssay. Regression/Classification. Given a drug SMILES string, predict its absorption, distribution, metabolism, or excretion properties. Task type varies by dataset: regression for continuous measurements (e.g., permeability, clearance, half-life) or binary classification for categorical outcomes (e.g., BBB penetration, CYP inhibition). Dataset: cyp1a2_veith. (1) The drug is COC(=O)[C@@]1(Cc2ccc(OC)cc2)[C@H]2c3cc(C(=O)N(C)C)n(CCF)c3C[C@H]2CN1C(=O)c1ccccc1. The result is 0 (non-inhibitor). (2) The molecule is Cc1nn(-c2ccccc2)c2c1C(=O)N(Cc1ccccc1)C(=O)C(C)(C)C2. The result is 1 (inhibitor). (3) The compound is Brc1[nH]nc2ccccc12. The result is 1 (inhibitor). (4) The drug is C[C@@H]1C(=O)N(C)C(=O)c2nc[nH]c21. The result is 0 (non-inhibitor). (5) The drug is CC[C@H]1NC(=O)c2cc(S(N)(=O)=O)c(Cl)cc2N1. The result is 0 (non-inhibitor). (6) The compound is O=C(O)c1nc2nc(Cl)c(Cl)nc2[nH]1. The result is 0 (non-inhibitor). (7) The molecule is Cc1cccc(CNc2cc(-c3cccnc3)ncn2)c1. The result is 1 (inhibitor).